This data is from Full USPTO retrosynthesis dataset with 1.9M reactions from patents (1976-2016). The task is: Predict the reactants needed to synthesize the given product. (1) Given the product [CH3:27][O:28][C:29](=[O:32])[CH2:30][O:25][C:9]1[CH:8]=[CH:7][C:6]([F:26])=[C:5]2[C:10]=1[C:11]([CH3:24])=[C:12]([CH2:13][C:14]1[CH:19]=[CH:18][C:17]([S:20]([CH3:23])(=[O:21])=[O:22])=[CH:16][CH:15]=1)[C:3]([CH2:1][CH3:2])=[N:4]2, predict the reactants needed to synthesize it. The reactants are: [CH2:1]([C:3]1[C:12]([CH2:13][C:14]2[CH:19]=[CH:18][C:17]([S:20]([CH3:23])(=[O:22])=[O:21])=[CH:16][CH:15]=2)=[C:11]([CH3:24])[C:10]2[C:9]([OH:25])=[CH:8][CH:7]=[C:6]([F:26])[C:5]=2[N:4]=1)[CH3:2].[CH3:27][O:28][C:29](=[O:32])[CH2:30]Br. (2) The reactants are: Cl[C:2]1[N:7]=[C:6]([Cl:8])[C:5]([C:9]([F:12])([F:11])[F:10])=[CH:4][N:3]=1.[NH3:13]. Given the product [NH2:13][C:2]1[N:7]=[C:6]([Cl:8])[C:5]([C:9]([F:12])([F:11])[F:10])=[CH:4][N:3]=1, predict the reactants needed to synthesize it. (3) Given the product [CH2:1]([O:3][C:4](=[O:27])[C:5]([O:8][C:9]1[CH:14]=[CH:13][C:12]([O:15][CH2:16][C:17]2[CH:18]=[CH:19][CH:20]=[CH:21][CH:22]=2)=[CH:11][C:10]=1[CH2:23][NH:49][C:62]([O:64][C:65]([CH3:68])([CH3:67])[CH3:66])=[O:63])([CH3:6])[CH3:7])[CH3:2], predict the reactants needed to synthesize it. The reactants are: [CH2:1]([O:3][C:4](=[O:27])[C:5]([O:8][C:9]1[CH:14]=[CH:13][C:12]([O:15][CH2:16][C:17]2[CH:22]=[CH:21][CH:20]=[CH:19][CH:18]=2)=[CH:11][C:10]=1[CH2:23]C(=O)N)([CH3:7])[CH3:6])[CH3:2].FC(F)(F)C(OI(C1C=CC=CC=1)OC(=O)C(F)(F)F)=O.[N:49]1C=CC=CC=1.C(N(CC)CC)C.[C:62](O[C:62]([O:64][C:65]([CH3:68])([CH3:67])[CH3:66])=[O:63])([O:64][C:65]([CH3:68])([CH3:67])[CH3:66])=[O:63]. (4) Given the product [CH3:20][NH:25][C:43](=[O:47])[C:44]1[CH:36]=[CH:34][C:35]([C:2]2[N:7]=[C:6]3[N:8]([CH2:9][CH:10]4[CH2:15][CH2:14][O:13][CH2:12][CH2:11]4)[C:27](=[O:26])[NH:16][C:5]3=[N:4][CH:3]=2)=[CH:46][CH:45]=1, predict the reactants needed to synthesize it. The reactants are: Br[C:2]1[N:7]=[C:6]([NH:8][CH2:9][CH:10]2[CH2:15][CH2:14][O:13][CH2:12][CH2:11]2)[C:5]([NH2:16])=[N:4][CH:3]=1.BrC1N=[C:20]([NH2:25])C(N)=NC=1.[O:26]1CCC(CN)C[CH2:27]1.[CH:34](N(C(C)C)CC)([CH3:36])[CH3:35].[CH2:43]([OH:47])[CH2:44][CH2:45][CH3:46]. (5) Given the product [C:32]([C:30]1[CH:31]=[C:27]([NH:26][C:25]([NH:1][C@@H:2]2[C:11]3[C:6](=[CH:7][CH:8]=[CH:9][CH:10]=3)[C@H:5]([O:12][C:13]3[CH:18]=[N:17][C:16]([C:19]#[N:20])=[CH:15][CH:14]=3)[CH2:4][CH2:3]2)=[O:24])[N:28]([C:36]2[CH:41]=[CH:40][C:39]([CH3:42])=[CH:38][CH:37]=2)[N:29]=1)([CH3:35])([CH3:33])[CH3:34], predict the reactants needed to synthesize it. The reactants are: [NH2:1][C@@H:2]1[C:11]2[C:6](=[CH:7][CH:8]=[CH:9][CH:10]=2)[C@H:5]([O:12][C:13]2[CH:14]=[CH:15][C:16]([C:19]#[N:20])=[N:17][CH:18]=2)[CH2:4][CH2:3]1.ClC(Cl)(Cl)C[O:24][C:25](=O)[NH:26][C:27]1[N:28]([C:36]2[CH:41]=[CH:40][C:39]([CH3:42])=[CH:38][CH:37]=2)[N:29]=[C:30]([C:32]([CH3:35])([CH3:34])[CH3:33])[CH:31]=1. (6) Given the product [CH3:18][O:17][C:14]1[CH:15]=[C:16]2[C:11]([C:10](/[CH:19]=[CH:20]/[C:21]([O:23][CH2:24][CH3:25])=[O:22])=[CH:9][C:8](=[O:26])[N:7]2[CH2:6][CH:2]=[O:1])=[CH:12][CH:13]=1, predict the reactants needed to synthesize it. The reactants are: [O:1]1CCO[CH:2]1[CH2:6][N:7]1[C:16]2[C:11](=[CH:12][CH:13]=[C:14]([O:17][CH3:18])[CH:15]=2)[C:10](/[CH:19]=[CH:20]/[C:21]([O:23][CH2:24][CH3:25])=[O:22])=[CH:9][C:8]1=[O:26].FC(F)(F)C(O)=O.